This data is from Reaction yield outcomes from USPTO patents with 853,638 reactions. The task is: Predict the reaction yield, written as a fraction of the theoretical maximum amount of product (1.0 means a 100% yield; for example, 0.34 means a 34% yield). (1) The reactants are [CH3:1][O:2][C:3](=[O:32])[C:4]1[CH:9]=[CH:8][C:7]([O:10][CH2:11][CH2:12][CH2:13]Br)=[CH:6][C:5]=1[NH:15][C:16](=[O:31])[C:17]1[CH:22]=[C:21]([C:23]([F:26])([F:25])[F:24])[CH:20]=[C:19]([C:27]([F:30])([F:29])[F:28])[CH:18]=1.[C:33]1([C:42]2[CH:47]=[CH:46][CH:45]=[CH:44][CH:43]=2)[CH:38]=[CH:37][C:36]([CH:39]=[N:40][OH:41])=[CH:35][CH:34]=1.C(=O)([O-])[O-].[Cs+].[Cs+]. The catalyst is CC(C)=O. The product is [CH3:1][O:2][C:3](=[O:32])[C:4]1[CH:9]=[CH:8][C:7]([O:10][CH2:11][CH2:12][CH2:13][O:41]/[N:40]=[CH:39]/[C:36]2[CH:37]=[CH:38][C:33]([C:42]3[CH:43]=[CH:44][CH:45]=[CH:46][CH:47]=3)=[CH:34][CH:35]=2)=[CH:6][C:5]=1[NH:15][C:16](=[O:31])[C:17]1[CH:22]=[C:21]([C:23]([F:26])([F:25])[F:24])[CH:20]=[C:19]([C:27]([F:30])([F:29])[F:28])[CH:18]=1. The yield is 0.680. (2) The reactants are [F:1][CH:2]([F:34])[C:3]1[N:7]([CH2:8][C:9]2[CH:14]=[CH:13][CH:12]=[C:11]([C:15]([F:18])([F:17])[F:16])[C:10]=2[CH3:19])[C:6]2[CH:20]=[C:21]([N:28]3[CH2:33][CH2:32][O:31][CH2:30][CH2:29]3)[CH:22]=[C:23]([C:24]([O:26]C)=[O:25])[C:5]=2[N:4]=1.[Li+].[OH-]. The catalyst is C1COCC1. The product is [F:34][CH:2]([F:1])[C:3]1[N:7]([CH2:8][C:9]2[CH:14]=[CH:13][CH:12]=[C:11]([C:15]([F:18])([F:16])[F:17])[C:10]=2[CH3:19])[C:6]2[CH:20]=[C:21]([N:28]3[CH2:29][CH2:30][O:31][CH2:32][CH2:33]3)[CH:22]=[C:23]([C:24]([OH:26])=[O:25])[C:5]=2[N:4]=1. The yield is 0.590.